This data is from Peptide-MHC class II binding affinity with 134,281 pairs from IEDB. The task is: Regression. Given a peptide amino acid sequence and an MHC pseudo amino acid sequence, predict their binding affinity value. This is MHC class II binding data. (1) The peptide sequence is IDTTSRELKLFNVTLNAG. The MHC is DRB1_0101 with pseudo-sequence DRB1_0101. The binding affinity (normalized) is 0.189. (2) The binding affinity (normalized) is 0.703. The peptide sequence is NGVIKILTYPWDRIE. The MHC is DRB3_0301 with pseudo-sequence DRB3_0301. (3) The peptide sequence is CGGTGKNTIVIPKGD. The MHC is DRB5_0101 with pseudo-sequence DRB5_0101. The binding affinity (normalized) is 0.228.